The task is: Binary Classification. Given a miRNA mature sequence and a target amino acid sequence, predict their likelihood of interaction.. This data is from Experimentally validated miRNA-target interactions with 360,000+ pairs, plus equal number of negative samples. (1) The miRNA is hsa-miR-5586-3p with sequence CAGAGUGACAAGCUGGUUAAAG. The protein sequence of the target gene is MIRCGLACERCRWILPLLLLSAIAFDIIALAGRGWLQSSDHGQTSSLWWKCSQEGGGSGSYEEGCQSLMEYAWGRAAAAMLFCGFIILVICFILSFFALCGPQMLVFLRVIGGLLALAAVFQIISLVIYPVKYTQTFTLHANPAVTYIYNWAYGFGWAATIILIGCAFFFCCLPNYEDDLLGNAKPRYFYTSA. Result: 1 (interaction). (2) The miRNA is hsa-miR-141-3p with sequence UAACACUGUCUGGUAAAGAUGG. The protein sequence of the target gene is MLRSTSTVTLLSGGAARTPGAPSRRANVCRLRLTVPPESPVPEQCEKKIERKEQLLDLSNGEPTRKLPQGVVYGVVRRSDQNQQKEMVVYGWSTSQLKEEMNYIKDVRATLEKVRKRMYGDYDEMRQKIRQLTQELSVSHAQQEYLENHIQTQSSALDRFNAMNSALASDSIGLQKTLVDVTLENSNIKDQIRNLQQTYEASMDKLREKQRQLEVAQVENQLLKMKVESSQEANAEVMREMTKKLYSQYEEKLQEEQRKHSAEKEALLEETNSFLKAIEEANKKMQAAEISLEEKDQRIG.... Result: 0 (no interaction). (3) The miRNA is mmu-miR-190a-5p with sequence UGAUAUGUUUGAUAUAUUAGGU. The protein sequence of the target gene is MKALLLLCCFLASLLLSGQAEVEDASEEAPLRDRSHIDKTLMLNEDKPADDYSAVLQRLRKIYHTSIKPLEQSYKYNELRQHEITDGEITSKPMVLFLGPWSVGKSTMINYLLGLEDTRYQLYTGAEPTTSEFTVLMHGPKLKTIEGIVMAADSARSFSPLEKFGQNFLEKLIGIEVPHKLLERVTFVDTPGIIENRKQQERGYPFNDVCQWFIDRADLIFVVFDPTKLDVGLELEMLFRQLKGRESQIRIILNKADNLATQMLMRVYGALFWSLAPLINVTEPPRVYVSSFWPQDYKPD.... Result: 0 (no interaction). (4) The miRNA is hsa-miR-3173-5p with sequence UGCCCUGCCUGUUUUCUCCUUU. The protein sequence of the target gene is MEEFRRSYSRLCRESGAEPQEAVLQQLHQLPRGRLDLATQSLTVETCRALGKLLPRETLCTELVLSDCMLSEEGATLLLRGLCANTVLRFLDLKGNNLRAAGAEALGKLLQQNKSIQSLTLEWNSLGTWDDAFATFCGGLAANGALQRLDLRNNQISHKGAEELALALKGNTTLQQLDLRWNNVGLLGGRALMNCLPSNRTLWRLDLAGNNIPGDVLRAVEQAMGHSQDRLTTFQENQARTHVLSKEVQHLREEKSKQFLDLMETIDKQREEMAKSSRASAARVGQLQEALNERHSIINA.... Result: 0 (no interaction). (5) The miRNA is hsa-miR-4760-5p with sequence UUUAGAUUGAACAUGAAGUUAG. The protein sequence of the target gene is MKAQGETEESEKLSKMSSLLERLHAKFNQNRPWSETIKLVRQVMEKRVVMSSGGHQHLVSCLETLQKALKVTSLPAMTDRLESIARQNGLGSHLSASGTECYITSDMFYVEVQLDPAGQLCDVKVAHHGENPVSCPELVQQLREKNFDEFSKHLKGLVNLYNLPGDNKLKTKMYLALQSLEQDLSKMAIMYWKATNAGPLDKILHGSVGYLTPRSGGHLMNLKYYVSPSDLLDDKTASPIILHENNVSRSLGMNASVTIEGTSAVYKLPIAPLIMGSHPVDNKWTPSFSSITSANSVDLP.... Result: 0 (no interaction). (6) The miRNA is hsa-miR-211-5p with sequence UUCCCUUUGUCAUCCUUCGCCU. The protein sequence of the target gene is MSGEDEQQEQTIAEDLVVTKYKMGGDIANRVLRSLVEASSSGVSVLSLCEKGDAMIMEETGKIFKKEKEMKKGIAFPTSISVNNCVCHFSPLKSDQDYILKEGDLVKIDLGVHVDGFIANVAHTFVVDVAQGTQVTGRKADVIKAAHLCAEAALRLVKPGNQNTQVTEAWNKVAHSFNCTPIEGMLSHQLKQHVIDGEKTIIQNPTDQQKKDHEKAEFEVHEVYAVDVLVSSGEGKAKDAGQRTTIYKRDPSKQYGLKMKTSRAFFSEVERRFDAMPFTLRAFEDEKKARMGVVECAKHE.... Result: 0 (no interaction).